From a dataset of Full USPTO retrosynthesis dataset with 1.9M reactions from patents (1976-2016). Predict the reactants needed to synthesize the given product. (1) Given the product [C:9]([NH:8][CH2:1][C:2]1[CH:7]=[CH:6][CH:5]=[CH:4][CH:3]=1)(=[O:11])[CH3:10], predict the reactants needed to synthesize it. The reactants are: [CH2:1]([NH2:8])[C:2]1[CH:7]=[CH:6][CH:5]=[CH:4][CH:3]=1.[C:9](O)(=[O:11])[CH3:10]. (2) The reactants are: O=[Si]=O.C(O)C.[C:7]([O:12][CH2:13][CH2:14][CH2:15][Si](OC)(OC)OC)(=[O:11])[C:8]([CH3:10])=[CH2:9]. Given the product [C:7]([O:12][CH2:13][CH2:14][CH3:15])(=[O:11])[C:8]([CH3:10])=[CH2:9], predict the reactants needed to synthesize it. (3) Given the product [CH3:1][O:2][C:3]1[CH:4]=[CH:5][C:6]([N:9]2[C:17]3[CH:16]=[CH:15][N:14]=[CH:13][C:12]=3[N:11]=[C:10]2[C:18]2[C:19]([NH2:27])=[N:20][O:23][N:21]=2)=[CH:7][CH:8]=1, predict the reactants needed to synthesize it. The reactants are: [CH3:1][O:2][C:3]1[CH:8]=[CH:7][C:6]([N:9]2[C:17]3[CH:16]=[CH:15][N:14]=[CH:13][C:12]=3[N:11]=[C:10]2[CH2:18][C:19]#[N:20])=[CH:5][CH:4]=1.[N:21]([O-:23])=O.[Na+].[OH-].[Na+].[NH2:27]O.